Predict the product of the given reaction. From a dataset of Forward reaction prediction with 1.9M reactions from USPTO patents (1976-2016). (1) Given the reactants [Br:1][C:2]1[CH:3]=[C:4]2[C:8](=[CH:9][CH:10]=1)[NH:7][CH2:6][CH2:5]2.C(N(CC)CC)C.[C:18]1([CH2:24][C:25](Cl)=[O:26])[CH:23]=[CH:22][CH:21]=[CH:20][CH:19]=1.O, predict the reaction product. The product is: [Br:1][C:2]1[CH:3]=[C:4]2[C:8](=[CH:9][CH:10]=1)[N:7]([C:25](=[O:26])[CH2:24][C:18]1[CH:23]=[CH:22][CH:21]=[CH:20][CH:19]=1)[CH2:6][CH2:5]2. (2) The product is: [CH3:3][O:4][C:5]1[C:10]2[CH:11]=[C:12]([CH3:14])[N:13]([CH2:16][CH2:17][CH2:18][CH2:19][CH2:20][CH2:21][CH2:22][CH3:23])[C:9]=2[CH:8]=[CH:7][N:6]=1. Given the reactants [H-].[Na+].[CH3:3][O:4][C:5]1[C:10]2[CH:11]=[C:12]([CH3:14])[NH:13][C:9]=2[CH:8]=[CH:7][N:6]=1.I[CH2:16][CH2:17][CH2:18][CH2:19][CH2:20][CH2:21][CH2:22][CH3:23], predict the reaction product.